From a dataset of Reaction yield outcomes from USPTO patents with 853,638 reactions. Predict the reaction yield, written as a fraction of the theoretical maximum amount of product (1.0 means a 100% yield; for example, 0.34 means a 34% yield). (1) The reactants are [C:1]([O:5][C:6]([N:8]1[CH2:13][CH2:12][CH:11]([CH2:14][C:15]([OH:17])=O)[CH2:10][CH2:9]1)=[O:7])([CH3:4])([CH3:3])[CH3:2].C(Cl)(=O)C([Cl:21])=O.CN(C=O)C. The catalyst is C(Cl)Cl. The product is [Cl:21][C:15](=[O:17])[CH2:14][CH:11]1[CH2:12][CH2:13][N:8]([C:6]([O:5][C:1]([CH3:4])([CH3:3])[CH3:2])=[O:7])[CH2:9][CH2:10]1. The yield is 1.00. (2) The yield is 0.240. The reactants are [CH3:1][C:2]1[C:6]([CH2:7][N:8]2[CH:12]=[C:11]([N:13]3[C:17](=[O:18])[CH2:16][NH:15][C:14]3=[O:19])[CH:10]=[N:9]2)=[C:5]([CH3:20])[O:4][N:3]=1.[F:21][C:22]1[CH:30]=[CH:29][CH:28]=[CH:27][C:23]=1[CH2:24][CH2:25]Br. The product is [CH3:1][C:2]1[C:6]([CH2:7][N:8]2[CH:12]=[C:11]([N:13]3[C:17](=[O:18])[CH2:16][N:15]([CH2:25][CH2:24][C:23]4[CH:27]=[CH:28][CH:29]=[CH:30][C:22]=4[F:21])[C:14]3=[O:19])[CH:10]=[N:9]2)=[C:5]([CH3:20])[O:4][N:3]=1. No catalyst specified.